This data is from Forward reaction prediction with 1.9M reactions from USPTO patents (1976-2016). The task is: Predict the product of the given reaction. (1) The product is: [C:1]([O:5][C:6]([N:8]1[CH2:12][C@H:11]([O:13][CH2:24][CH3:25])[C@@H:10]([NH:14][C:15]([C:17]2[S:18][C:19]([Cl:22])=[CH:20][CH:21]=2)=[O:16])[CH2:9]1)=[O:7])([CH3:4])([CH3:2])[CH3:3]. Given the reactants [C:1]([O:5][C:6]([N:8]1[CH2:12][C@H:11]([OH:13])[C@@H:10]([NH:14][C:15]([C:17]2[S:18][C:19]([Cl:22])=[CH:20][CH:21]=2)=[O:16])[CH2:9]1)=[O:7])([CH3:4])([CH3:3])[CH3:2].I[CH2:24][CH3:25], predict the reaction product. (2) The product is: [CH3:9][O:10][CH2:11][C:12]1[NH:21][C:20](=[O:22])[C:19]2[C:14](=[CH:15][C:16]3[CH2:25][CH2:24][CH:23]([N:26]([C:27]4[CH:39]=[CH:38][C:30]([C:31]([O:33][C:34]([CH3:36])([CH3:35])[CH3:37])=[O:32])=[CH:29][CH:28]=4)[CH2:42][C:40]#[CH:41])[C:17]=3[CH:18]=2)[N:13]=1. Given the reactants F[B-](F)(F)F.ClCCl.[CH3:9][O:10][CH2:11][C:12]1[NH:21][C:20](=[O:22])[C:19]2[C:14](=[CH:15][C:16]3[CH2:25][CH2:24][CH:23]([NH:26][C:27]4[CH:39]=[CH:38][C:30]([C:31]([O:33][C:34]([CH3:37])([CH3:36])[CH3:35])=[O:32])=[CH:29][CH:28]=4)[C:17]=3[CH:18]=2)[N:13]=1.[CH:40](N(C(C)C)CC)([CH3:42])[CH3:41], predict the reaction product. (3) Given the reactants [NH2:1][CH2:2][CH2:3][NH:4][C:5]1[N:10]=[C:9]([C:11]2[CH:16]=[CH:15][C:14]([Cl:17])=[CH:13][C:12]=2[Cl:18])[C:8]([CH2:19][OH:20])=[CH:7][N:6]=1.C(=O)([O-])[O-].[Cs+].[Cs+].Cl[C:28]1[CH:33]=[CH:32][C:31]([N+:34]([O-:36])=[O:35])=[C:30](N)[N:29]=1, predict the reaction product. The product is: [Cl:18][C:12]1[CH:13]=[C:14]([Cl:17])[CH:15]=[CH:16][C:11]=1[C:9]1[C:8]([CH2:19][OH:20])=[CH:7][N:6]=[C:5]([NH:4][CH2:3][CH2:2][NH:1][C:28]2[CH:33]=[CH:32][C:31]([N+:34]([O-:36])=[O:35])=[CH:30][N:29]=2)[N:10]=1. (4) Given the reactants [Br-].[C:2]([O:19]C(C[O:19][C:2](=[O:18])[CH2:3][CH2:4][CH2:5][CH2:6][CH2:7][CH2:8][CH2:9][CH2:10][CH2:11][CH2:12][CH2:13][CH2:14][CH2:15][CH2:16][CH3:17])C[N+](CCCCCCCCCCCCCCCCO)(C)C)(=[O:18])[CH2:3][CH2:4][CH2:5][CH2:6][CH2:7][CH2:8][CH2:9][CH2:10][CH2:11][CH2:12][CH2:13][CH2:14][CH2:15][CH2:16][CH3:17].CC1(C)N([O])C(C)(C)CCC1.[K+].[Br-].C([O-])(O)=O.[Na+], predict the reaction product. The product is: [C:2]([OH:19])(=[O:18])[CH2:3][CH2:4][CH2:5][CH2:6][CH2:7][CH2:8][CH2:9][CH2:10][CH2:11][CH2:12][CH2:13][CH2:14][CH2:15][CH2:16][CH3:17]. (5) The product is: [CH3:19][S:18][CH:17]1[C:3]2[C:2](=[CH:12][CH:11]=[C:5]([C:6]([O:8][CH2:9][CH3:10])=[O:7])[CH:4]=2)[NH:1][C:16]1=[O:15]. Given the reactants [NH2:1][C:2]1[CH:12]=[CH:11][C:5]([C:6]([O:8][CH2:9][CH3:10])=[O:7])=[CH:4][CH:3]=1.C([O:15][C:16](=O)[CH2:17][S:18][CH3:19])C.C(OCl)(C)(C)C.Cl, predict the reaction product. (6) The product is: [CH2:21]([O:50][C:28]1[CH:23]=[C:24]([O:48][CH2:45][CH2:46][CH2:30][CH2:31][CH2:32][CH3:33])[CH:25]=[CH:26][C:27]=1[C:2]1[CH:7]=[CH:6][C:5]([NH:8][C:9]2[CH:14]=[CH:13][C:12]([C:24]3[CH:25]=[CH:26][C:27]([O:29][CH2:30][CH2:31][CH2:32][CH2:33][CH2:34][CH3:35])=[CH:28][C:23]=3[O:22][CH2:16][CH2:17][CH2:18][CH2:19][CH2:20][CH3:21])=[CH:11][CH:10]=2)=[CH:4][CH:3]=1)[CH2:20][CH2:19][CH2:18][CH2:17][CH3:16]. Given the reactants Br[C:2]1[CH:7]=[CH:6][C:5]([NH:8][C:9]2[CH:14]=[CH:13][C:12](Br)=[CH:11][CH:10]=2)=[CH:4][CH:3]=1.[CH2:16]([O:22][C:23]1[CH:28]=[C:27]([O:29][CH2:30][CH2:31][CH2:32][CH2:33][CH2:34][CH3:35])[CH:26]=[CH:25][C:24]=1B1OC(C)(C)C(C)(C)O1)[CH2:17][CH2:18][CH2:19][CH2:20][CH3:21].[C:45]([O-:48])(=O)[CH3:46].[K+].[OH2:50], predict the reaction product. (7) The product is: [C:36]1([S:33]([N:8]2[C:9]3[C:14](=[C:13]([C:16]4[CH:21]=[C:20]([CH:22]([CH3:23])[CH3:24])[CH:19]=[C:18]([CH:25]([CH3:26])[CH3:27])[C:17]=4[O:28][CH2:29][CH2:30][CH2:31][CH3:32])[CH:12]=[CH:11][CH:10]=3)[CH:15]=[C:7]2[C:5]([CH3:6])=[CH:4][C:3]([OH:42])=[O:2])(=[O:34])=[O:35])[CH:37]=[CH:38][CH:39]=[CH:40][CH:41]=1. Given the reactants C[O:2][C:3](=[O:42])[CH:4]=[C:5]([C:7]1[N:8]([S:33]([C:36]2[CH:41]=[CH:40][CH:39]=[CH:38][CH:37]=2)(=[O:35])=[O:34])[C:9]2[C:14]([CH:15]=1)=[C:13]([C:16]1[CH:21]=[C:20]([CH:22]([CH3:24])[CH3:23])[CH:19]=[C:18]([CH:25]([CH3:27])[CH3:26])[C:17]=1[O:28][CH2:29][CH2:30][CH2:31][CH3:32])[CH:12]=[CH:11][CH:10]=2)[CH3:6].[OH-].[Na+], predict the reaction product.